From a dataset of Full USPTO retrosynthesis dataset with 1.9M reactions from patents (1976-2016). Predict the reactants needed to synthesize the given product. (1) The reactants are: [C:1]([O:5][C:6]([N:8]1[CH2:14][CH2:13][C:12]2[CH:15]=[CH:16][C:17]([OH:19])=[CH:18][C:11]=2[CH2:10][CH2:9]1)=[O:7])([CH3:4])([CH3:3])[CH3:2].[CH3:20][S:21](Cl)(=[O:23])=[O:22].C(N(CC)CC)C. Given the product [C:1]([O:5][C:6]([N:8]1[CH2:14][CH2:13][C:12]2[CH:15]=[CH:16][C:17]([O:19][S:21]([CH3:20])(=[O:23])=[O:22])=[CH:18][C:11]=2[CH2:10][CH2:9]1)=[O:7])([CH3:4])([CH3:2])[CH3:3], predict the reactants needed to synthesize it. (2) Given the product [ClH:25].[NH2:11][CH2:10][C:3]1[C:4](=[O:9])[NH:5][C:6]([CH3:8])=[CH:7][C:2]=1[CH3:1], predict the reactants needed to synthesize it. The reactants are: [CH3:1][C:2]1[CH:7]=[C:6]([CH3:8])[NH:5][C:4](=[O:9])[C:3]=1[CH2:10][NH:11]C(=O)OC(C)(C)C.O1CCOCC1.[ClH:25].